This data is from Acute oral toxicity (LD50) regression data from Zhu et al.. The task is: Regression/Classification. Given a drug SMILES string, predict its toxicity properties. Task type varies by dataset: regression for continuous values (e.g., LD50, hERG inhibition percentage) or binary classification for toxic/non-toxic outcomes (e.g., AMES mutagenicity, cardiotoxicity, hepatotoxicity). Dataset: ld50_zhu. (1) The molecule is CCOP(=S)(OCC)SCSC(=S)N(C)C. The rat oral LD50 is 3.33, given as -log10 of the dose in mol/kg body weight (higher means more acutely toxic). (2) The compound is CCS(=O)CCOP(=S)(OC)OC. The rat oral LD50 is 2.61, given as -log10 of the dose in mol/kg body weight (higher means more acutely toxic). (3) The drug is CCCOP(=S)(OCCC)Oc1ccc(S(C)=O)cc1. The rat oral LD50 is 3.83, given as -log10 of the dose in mol/kg body weight (higher means more acutely toxic). (4) The molecule is Cc1ccc(N(SC(F)(Cl)Cl)S(=O)(=O)N(C)C)cc1. The rat oral LD50 is 2.54, given as -log10 of the dose in mol/kg body weight (higher means more acutely toxic). (5) The drug is CCOC(=O)C1=CN(C)C2CCCC(C)N2C1=O. The rat oral LD50 is 2.82, given as -log10 of the dose in mol/kg body weight (higher means more acutely toxic). (6) The drug is CCO. The rat oral LD50 is 0.815, given as -log10 of the dose in mol/kg body weight (higher means more acutely toxic). (7) The drug is CC(C)(C)CCCCCCOC(=O)c1ccccc1C(=O)OCCCCCCC(C)(C)C. The rat oral LD50 is 0.844, given as -log10 of the dose in mol/kg body weight (higher means more acutely toxic). (8) The molecule is CCC(C)(C)C1(C(C)(C)CC)CO1. The rat oral LD50 is 1.44, given as -log10 of the dose in mol/kg body weight (higher means more acutely toxic). (9) The compound is CC(O)COc1ccccc1. The rat oral LD50 is 1.73, given as -log10 of the dose in mol/kg body weight (higher means more acutely toxic).